This data is from Forward reaction prediction with 1.9M reactions from USPTO patents (1976-2016). The task is: Predict the product of the given reaction. (1) Given the reactants [C:1]([C:5]1[CH:10]=[CH:9][C:8]([N:11]2[C:15](=[O:16])[C:14]([CH3:18])([CH3:17])[N:13]([CH2:19][C:20]3[CH:25]=[CH:24][N:23]=[C:22]([NH:26][C:27](=O)[O:28]CC)[CH:21]=3)[C:12]2=[O:32])=[CH:7][CH:6]=1)([CH3:4])([CH3:3])[CH3:2].[CH3:33][NH:34][CH:35]1[CH2:39][CH2:38][CH2:37][CH2:36]1.C(N(CC)CC)C, predict the reaction product. The product is: [C:1]([C:5]1[CH:10]=[CH:9][C:8]([N:11]2[C:15](=[O:16])[C:14]([CH3:18])([CH3:17])[N:13]([CH2:19][C:20]3[CH:25]=[CH:24][N:23]=[C:22]([NH:26][C:27](=[O:28])[N:34]([CH:35]4[CH2:39][CH2:38][CH2:37][CH2:36]4)[CH3:33])[CH:21]=3)[C:12]2=[O:32])=[CH:7][CH:6]=1)([CH3:2])([CH3:3])[CH3:4]. (2) Given the reactants [CH2:1]([C@:8]([NH:29][C:30](=[O:36])[O:31][C:32]([CH3:35])([CH3:34])[CH3:33])([CH3:28])[C:9](=O)[CH2:10][NH:11][C:12](=[O:26])[C:13]1[CH:18]=[C:17]([N:19]([CH3:24])[S:20]([CH3:23])(=[O:22])=[O:21])[N:16]=[C:15]([Cl:25])[CH:14]=1)[C:2]1[CH:7]=[CH:6][CH:5]=[CH:4][CH:3]=1.CC[N+](S(N=C(OC)[O-])(=O)=O)(CC)CC, predict the reaction product. The product is: [Cl:25][C:15]1[CH:14]=[C:13]([C:12]2[O:26][C:9]([C@@:8]([NH:29][C:30](=[O:36])[O:31][C:32]([CH3:33])([CH3:35])[CH3:34])([CH3:28])[CH2:1][C:2]3[CH:7]=[CH:6][CH:5]=[CH:4][CH:3]=3)=[CH:10][N:11]=2)[CH:18]=[C:17]([N:19]([CH3:24])[S:20]([CH3:23])(=[O:21])=[O:22])[N:16]=1. (3) Given the reactants [CH2:1]([N:8]1[CH2:13][CH2:12][CH:11]([CH2:14][CH2:15][C:16](=[O:25])[C:17](=[N+]=[N-])[C:18]([O:20][CH2:21][CH3:22])=[O:19])[CH2:10][CH2:9]1)[C:2]1[CH:7]=[CH:6][CH:5]=[CH:4][CH:3]=1, predict the reaction product. The product is: [CH2:1]([N:8]1[CH2:13][CH2:12][C:11]2([CH:17]([C:18]([O:20][CH2:21][CH3:22])=[O:19])[C:16](=[O:25])[CH2:15][CH2:14]2)[CH2:10][CH2:9]1)[C:2]1[CH:7]=[CH:6][CH:5]=[CH:4][CH:3]=1. (4) Given the reactants [N:1]1[CH:6]=[CH:5][CH:4]=[C:3](B(O)O)[CH:2]=1.[C:10]([O:14][C:15]([N:17]1[CH2:22][CH:21]=[C:20](OS(C(F)(F)F)(=O)=O)[CH2:19][CH2:18]1)=[O:16])([CH3:13])([CH3:12])[CH3:11].C([O-])([O-])=O.[Na+].[Na+].[Li+].[Cl-], predict the reaction product. The product is: [C:10]([O:14][C:15]([N:17]1[CH2:22][CH:21]=[C:20]([C:3]2[CH:2]=[N:1][CH:6]=[CH:5][CH:4]=2)[CH2:19][CH2:18]1)=[O:16])([CH3:13])([CH3:12])[CH3:11]. (5) Given the reactants [NH:1]1[C:5]2[CH:6]=[CH:7][CH:8]=[C:9]([OH:10])[C:4]=2[N:3]=[CH:2]1.[H-].[Na+].[CH3:13][Si:14]([CH3:21])([CH3:20])[CH2:15][CH2:16][O:17][CH2:18]Cl.O.C1[CH2:27][O:26][CH2:25][CH2:24]1, predict the reaction product. The product is: [CH3:13][Si:14]([CH3:21])([CH3:20])[CH2:15][CH2:16][O:17][CH2:18][O:10][C:9]1[C:4]2[N:3]=[CH:2][N:1]([CH2:27][O:26][CH2:25][CH2:24][Si:14]([CH3:20])([CH3:15])[CH3:13])[C:5]=2[CH:6]=[CH:7][CH:8]=1.